From a dataset of Forward reaction prediction with 1.9M reactions from USPTO patents (1976-2016). Predict the product of the given reaction. (1) The product is: [NH2:1][C:2]1[N:7]=[CH:6][N:5]=[C:4]2[N:8]([C@H:18]3[CH2:22][CH2:21][NH:20][CH2:19]3)[N:9]=[C:10]([C:11]3[CH:12]=[CH:13][C:14]([NH:17][C:35](=[O:36])[C:34]4[CH:38]=[CH:39][CH:40]=[C:32]([C:31]([F:30])([F:41])[F:42])[CH:33]=4)=[CH:15][CH:16]=3)[C:3]=12. Given the reactants [NH2:1][C:2]1[N:7]=[CH:6][N:5]=[C:4]2[N:8]([C@H:18]3[CH2:22][CH2:21][N:20](C(OC(C)(C)C)=O)[CH2:19]3)[N:9]=[C:10]([C:11]3[CH:16]=[CH:15][C:14]([NH2:17])=[CH:13][CH:12]=3)[C:3]=12.[F:30][C:31]([F:42])([F:41])[C:32]1[CH:33]=[C:34]([CH:38]=[CH:39][CH:40]=1)[C:35](Cl)=[O:36], predict the reaction product. (2) Given the reactants [CH3:1][C:2]([CH3:5])([O-])[CH3:3].[K+].[CH3:7][N:8]1[C:21]2[CH:20]=[CH:19][C:18]([CH:22]=O)=[CH:17][C:16]=2[S:15][C:14]2[C:9]1=[CH:10][CH:11]=[C:12]([CH:24]=O)[CH:13]=2.[CH:26](P(=O)(OCC)OCC)([C:33]1[CH:38]=[CH:37][CH:36]=[CH:35][CH:34]=1)[C:27]1[CH:32]=[CH:31][CH:30]=[CH:29][CH:28]=1.CO, predict the reaction product. The product is: [C:2]1([C:5]([C:9]2[CH:14]=[CH:13][CH:12]=[CH:11][CH:10]=2)=[CH:24][C:12]2[CH:11]=[CH:10][C:9]3[N:8]([CH3:7])[C:21]4[C:16]([S:15][C:14]=3[CH:13]=2)=[CH:17][C:18]([CH:22]=[C:26]([C:27]2[CH:28]=[CH:29][CH:30]=[CH:31][CH:32]=2)[C:33]2[CH:34]=[CH:35][CH:36]=[CH:37][CH:38]=2)=[CH:19][CH:20]=4)[CH:3]=[CH:17][CH:16]=[CH:21][CH:1]=1. (3) The product is: [OH:41][CH2:40][C:39]([NH:38][S:35]([C:31]1[CH:30]=[C:29]([NH:28][C:23]([C:22]2[CH:21]=[N:20][N:13]3[C:14]([C:16]([F:17])([F:18])[F:19])=[CH:15][C:10]([C:7]4[CH:6]=[CH:5][C:4]([O:3][C:2]([F:27])([F:1])[F:26])=[CH:9][CH:8]=4)=[N:11][C:12]=23)=[O:24])[CH:34]=[CH:33][CH:32]=1)(=[O:37])=[O:36])([CH3:43])[CH3:42]. Given the reactants [F:1][C:2]([F:27])([F:26])[O:3][C:4]1[CH:9]=[CH:8][C:7]([C:10]2[CH:15]=[C:14]([C:16]([F:19])([F:18])[F:17])[N:13]3[N:20]=[CH:21][C:22]([C:23](O)=[O:24])=[C:12]3[N:11]=2)=[CH:6][CH:5]=1.[NH2:28][C:29]1[CH:30]=[C:31]([S:35]([NH:38][C:39]([CH3:43])([CH3:42])[CH2:40][OH:41])(=[O:37])=[O:36])[CH:32]=[CH:33][CH:34]=1, predict the reaction product. (4) Given the reactants Br[C:2]1[C:7]([C:8](OC)=[O:9])=[C:6]([CH2:12][CH2:13][C:14]2[CH:19]=[CH:18][CH:17]=[CH:16][CH:15]=2)[CH:5]=[CH:4][N:3]=1.O.[NH2:21][NH2:22].CN1CCCC1=O, predict the reaction product. The product is: [C:14]1([CH2:13][CH2:12][C:6]2[CH:5]=[CH:4][N:3]=[C:2]3[NH:21][N:22]=[C:8]([OH:9])[C:7]=23)[CH:19]=[CH:18][CH:17]=[CH:16][CH:15]=1. (5) Given the reactants [O:1]1[C:10]2[CH:9]=[C:8]([CH:11]=[O:12])[N:7]=[CH:6][C:5]=2[O:4][CH2:3][CH2:2]1.[CH3:13][Si:14]([CH2:17][Mg]Cl)([CH3:16])[CH3:15].CCOCC, predict the reaction product. The product is: [O:1]1[C:10]2[CH:9]=[C:8]([CH:11]([OH:12])[CH2:13][Si:14]([CH3:17])([CH3:16])[CH3:15])[N:7]=[CH:6][C:5]=2[O:4][CH2:3][CH2:2]1. (6) Given the reactants [F:1][C:2]([F:7])([F:6])[C:3]([OH:5])=[O:4].C(OC(=O)[NH:14][CH:15]([CH2:34][C:35]1[CH:40]=[CH:39][C:38]([OH:41])=[CH:37][CH:36]=1)[C:16]([N:18]1[CH2:21][C:20]([O:29][CH2:30][CH2:31][CH2:32][CH3:33])([C:22]2[CH:27]=[CH:26][CH:25]=[CH:24][C:23]=2[CH3:28])[CH2:19]1)=[O:17])(C)(C)C, predict the reaction product. The product is: [F:1][C:2]([F:7])([F:6])[C:3]([OH:5])=[O:4].[NH2:14][CH:15]([CH2:34][C:35]1[CH:36]=[CH:37][C:38]([OH:41])=[CH:39][CH:40]=1)[C:16]([N:18]1[CH2:19][C:20]([O:29][CH2:30][CH2:31][CH2:32][CH3:33])([C:22]2[CH:27]=[CH:26][CH:25]=[CH:24][C:23]=2[CH3:28])[CH2:21]1)=[O:17].